This data is from Catalyst prediction with 721,799 reactions and 888 catalyst types from USPTO. The task is: Predict which catalyst facilitates the given reaction. (1) Reactant: C(OC([N:11]1[CH2:16][CH2:15][N:14]([C:17](=[O:49])[CH:18]([NH:29][C:30]([N:32]2[CH2:37][CH2:36][CH:35]([N:38]3[CH2:47][C:46]4[C:41](=[CH:42][CH:43]=[CH:44][CH:45]=4)[NH:40][C:39]3=[O:48])[CH2:34][CH2:33]2)=[O:31])[CH2:19][C:20]2[CH:21]=[C:22]3[C:26](=[CH:27][CH:28]=2)[NH:25][N:24]=[CH:23]3)[CH2:13][CH2:12]1)=O)C1C=CC=CC=1.C. Product: [NH:25]1[C:26]2[C:22](=[CH:21][C:20]([CH2:19][CH:18]([NH:29][C:30]([N:32]3[CH2:33][CH2:34][CH:35]([N:38]4[CH2:47][C:46]5[C:41](=[CH:42][CH:43]=[CH:44][CH:45]=5)[NH:40][C:39]4=[O:48])[CH2:36][CH2:37]3)=[O:31])[C:17](=[O:49])[N:14]3[CH2:15][CH2:16][NH:11][CH2:12][CH2:13]3)=[CH:28][CH:27]=2)[CH:23]=[N:24]1. The catalyst class is: 5. (2) Reactant: [NH2:1][O:2][CH2:3][CH2:4][C:5]1[C:6]([CH3:21])=[N:7][N:8]([CH3:20])[C:9]=1[N:10]1[C:18]2[C:13](=[CH:14][C:15]([Cl:19])=[CH:16][CH:17]=2)[CH:12]=[CH:11]1.[CH2:22]([N:27]=[C:28]=[O:29])[CH2:23][CH2:24][CH2:25][CH3:26]. Product: [Cl:19][C:15]1[CH:14]=[C:13]2[C:18](=[CH:17][CH:16]=1)[N:10]([C:9]1[N:8]([CH3:20])[N:7]=[C:6]([CH3:21])[C:5]=1[CH2:4][CH2:3][O:2][NH:1][C:28]([NH:27][CH2:22][CH2:23][CH2:24][CH2:25][CH3:26])=[O:29])[CH:11]=[CH:12]2. The catalyst class is: 7. (3) Reactant: Cl[C:2]1[CH:11]=[CH:10][C:9]2[C:4](=[N:5][CH:6]=[CH:7][CH:8]=2)[N:3]=1.[NH2:12][C@H:13]1[CH2:16][C@H:15]([N:17]2[C:21]3=[N:22][CH:23]=[CH:24][N:25]=[C:20]3[C:19]([CH3:27])([CH3:26])[C:18]2=[O:28])[CH2:14]1.C(=O)([O-])[O-].[Cs+].[Cs+]. Product: [N:3]1[C:4]2[C:9](=[CH:8][CH:7]=[CH:6][N:5]=2)[CH:10]=[CH:11][C:2]=1[NH:12][C@H:13]1[CH2:16][C@H:15]([N:17]2[C:21]3=[N:22][CH:23]=[CH:24][N:25]=[C:20]3[C:19]([CH3:26])([CH3:27])[C:18]2=[O:28])[CH2:14]1. The catalyst class is: 9.